Dataset: Experimentally validated miRNA-target interactions with 360,000+ pairs, plus equal number of negative samples. Task: Binary Classification. Given a miRNA mature sequence and a target amino acid sequence, predict their likelihood of interaction. (1) The miRNA is ssc-miR-187 with sequence UCGUGUCUUGUGUUGCAGCCGG. The protein sequence of the target gene is MEIIFGQNKKEQLEPVQAKVTGSIPAWLQGTLLRNGPGMHTVGESKYNHWFDGLALLHSFSIRDGEVFYRSKYLQSDTYIANIEANRIVVSEFGTMAYPDPCKNIFSKAFSYLSHTIPDFTDNCLINIMKCGEDFYATTETNYIRKIDPQTLETLEKVDYRKYVAVNLATSHPHYDEAGNVLNMGTSVVDKGRTKYVIFKIPATVPDSKKKGKSPVKHAEVFCSISSRSLLSPSYYHSFGVTENYVVFLEQPFKLDILKMATAYMRGVSWASCMSFDREDKTYIHIIDQRTRKPVPTKFY.... Result: 0 (no interaction). (2) The miRNA is cel-miR-55-3p with sequence UACCCGUAUAAGUUUCUGCUGAG. The protein sequence of the target gene is MSWLFGIKGPKGEGTGPPLPLPPAQPGAEGGGDRGAGDRPSPKDKWSNFDPTGLERAAKAARELEHSRHAKEALSLAQMQEQTLQLEQQSKLKEYEAAVEQLKSEQIRVQAEERRKTLTEETRQHQARAQYQDKLARQRYEDQLKQQQLLNEENLRKQEESVQKQEAIRRATVEREMELRHKNEMLRVEAEARARAKADRENADIIREQIRLKAAEHRQTILESIRTAGTLLGEGFRAFVTDWDKVTATVAGLTLLAVGVYSAKNATSVAGRYIEARLGKPSLVRETSRISVLEALRHPI.... Result: 0 (no interaction). (3) The miRNA is hsa-miR-1910-3p with sequence GAGGCAGAAGCAGGAUGACA. The protein sequence of the target gene is MEGAEPRARPERLAEAETRAADGGRLVEVQLSGGAPWGFTLKGGREHGEPLVITKIEEGSKAAAVDKLLAGDEIVGINDIGLSGFRQEAICLVKGSHKTLKLVVKRRSELGWRPHSWHATKFSDSHPELAASPFTSTSGCPSWSGRHHASSSSHDLSSSWEQTNLQRTLDHFSSLGSVDSLDHPSSRLSVAKSNSSIDHLGSHSKRDSAYGSFSTSSSTPDHTLSKADTSSAENILYTVGLWEAPRQGGRQAQAAGDPQGSEEKLSCFPPRVPGDSGKGPRPEYNAEPKLAAPGRSNFGP.... Result: 1 (interaction).